This data is from Reaction yield outcomes from USPTO patents with 853,638 reactions. The task is: Predict the reaction yield, written as a fraction of the theoretical maximum amount of product (1.0 means a 100% yield; for example, 0.34 means a 34% yield). (1) The reactants are [H-].[Al+3].[Li+].[H-].[H-].[H-].[CH3:7][O:8][C:9]1[CH:14]=[CH:13][C:12]([CH2:15][CH2:16][CH2:17][CH2:18][N:19]=[N+]=[N-])=[CH:11][CH:10]=1.O. The catalyst is C1COCC1. The product is [CH3:7][O:8][C:9]1[CH:14]=[CH:13][C:12]([CH2:15][CH2:16][CH2:17][CH2:18][NH2:19])=[CH:11][CH:10]=1. The yield is 0.940. (2) The reactants are O1CCCCC1[N:7]1[C:15]2[C:10](=[CH:11][C:12]([C:16]3[N:20]=[CH:19][N:18](C(C4C=CC=CC=4)(C4C=CC=CC=4)C4C=CC=CC=4)[N:17]=3)=[CH:13][CH:14]=2)[C:9]([C:40]2[CH:41]=[C:42]([NH2:46])[CH:43]=[CH:44][CH:45]=2)=[N:8]1.Cl[CH2:48][C:49](Cl)=[O:50].C(N(CC)C(C)C)(C)C.[CH3:61][N:62]1[CH2:67][CH2:66][NH:65][CH2:64][CH2:63]1. The catalyst is O1CCCC1.O. The product is [NH:18]1[CH:19]=[N:20][C:16]([C:12]2[CH:11]=[C:10]3[C:15](=[CH:14][CH:13]=2)[NH:7][N:8]=[C:9]3[C:40]2[CH:41]=[C:42]([NH:46][C:49](=[O:50])[CH2:48][N:65]3[CH2:66][CH2:67][N:62]([CH3:61])[CH2:63][CH2:64]3)[CH:43]=[CH:44][CH:45]=2)=[N:17]1. The yield is 0.540. (3) The reactants are [F:1][C:2]1[CH:7]=[CH:6][C:5]([CH2:8][C:9]2[CH:18]=[C:17]3[C:12]([C:13]([OH:26])=[C:14]([C:21](OCC)=[O:22])[C:15](=[O:20])[N:16]3[CH3:19])=[N:11][CH:10]=2)=[CH:4][CH:3]=1.[NH2:27][CH2:28][CH2:29][N:30]1[CH2:34][CH2:33][NH:32][C:31]1=[O:35]. No catalyst specified. The product is [F:1][C:2]1[CH:7]=[CH:6][C:5]([CH2:8][C:9]2[CH:18]=[C:17]3[C:12]([C:13]([OH:26])=[C:14]([C:21]([NH:27][CH2:28][CH2:29][N:30]4[CH2:34][CH2:33][NH:32][C:31]4=[O:35])=[O:22])[C:15](=[O:20])[N:16]3[CH3:19])=[N:11][CH:10]=2)=[CH:4][CH:3]=1. The yield is 0.980. (4) The reactants are [C:1]([O:5][C:6](=[O:19])[C:7]1[CH:15]=[CH:14][C:10]([C:11]([OH:13])=O)=[CH:9][C:8]=1[N+:16]([O-:18])=[O:17])([CH3:4])([CH3:3])[CH3:2].O[N:21]1[C:25]2C=[CH:27][CH:28]=[CH:29][C:24]=2N=N1.CCN=C=NCCCN(C)C.N1CCCCC1. The catalyst is C(Cl)Cl. The product is [C:1]([O:5][C:6](=[O:19])[C:7]1[CH:15]=[CH:14][C:10]([C:11]([N:21]2[CH2:27][CH2:28][CH2:29][CH2:24][CH2:25]2)=[O:13])=[CH:9][C:8]=1[N+:16]([O-:18])=[O:17])([CH3:2])([CH3:3])[CH3:4]. The yield is 1.00. (5) The reactants are C(OC([NH:8][CH2:9][CH:10]1[CH2:15][CH2:14][N:13]([C:16]2[N:20]([CH3:21])[N:19]=[CH:18][C:17]=2[NH:22][C:23]([C:25]2[N:26]=[C:27](Br)[S:28][C:29]=2[NH:30]C(=O)OC(C)(C)C)=[O:24])[CH2:12][CH2:11]1)=O)CCC.[C:39]1(B(O)O)[CH2:44][CH2:43][CH2:42][CH2:41][CH:40]=1. No catalyst specified. The product is [NH2:30][C:29]1[S:28][C:27]([CH:39]2[CH2:44][CH2:43][CH2:42][CH2:41][CH2:40]2)=[N:26][C:25]=1[C:23]([NH:22][C:17]1[CH:18]=[N:19][N:20]([CH3:21])[C:16]=1[N:13]1[CH2:14][CH2:15][CH:10]([CH2:9][NH2:8])[CH2:11][CH2:12]1)=[O:24]. The yield is 0.510. (6) The reactants are [O:1]=[C:2]1[N:11]([CH2:12][CH:13]=O)[C:10]2[N:9]=[C:8]([C:15]#[N:16])[CH:7]=[CH:6][C:5]=2[CH:4]=[CH:3]1.[O:17]1[C:26]2[CH:25]=[C:24]([CH2:27][N:28]([CH:36]3[CH2:41][CH2:40][NH:39][CH2:38][CH2:37]3)[C:29](=[O:35])[O:30][C:31]([CH3:34])([CH3:33])[CH3:32])[N:23]=[CH:22][C:21]=2[O:20][CH2:19][CH2:18]1.[BH-](OC(C)=O)(OC(C)=O)OC(C)=O.[Na+].C([O-])(O)=O.[Na+]. The catalyst is C(Cl)(Cl)Cl.CO. The product is [C:15]([C:8]1[N:9]=[C:10]2[C:5]([CH:4]=[CH:3][C:2](=[O:1])[N:11]2[CH2:12][CH2:13][N:39]2[CH2:38][CH2:37][CH:36]([N:28]([CH2:27][C:24]3[N:23]=[CH:22][C:21]4[O:20][CH2:19][CH2:18][O:17][C:26]=4[CH:25]=3)[C:29](=[O:35])[O:30][C:31]([CH3:33])([CH3:34])[CH3:32])[CH2:41][CH2:40]2)=[CH:6][CH:7]=1)#[N:16]. The yield is 0.730. (7) The reactants are [CH:1]([C:3]1[CH:8]=[CH:7][C:6]([C:9]2[CH:14]=[CH:13][C:12]([CH2:15][CH2:16][C:17]([C:19]3[O:20][C:21]([C:24]4[N:29]=[C:28]([C:30]([O:32][CH3:33])=[O:31])[CH:27]=[CH:26][CH:25]=4)=[CH:22][N:23]=3)=[O:18])=[CH:11][CH:10]=2)=[CH:5][CH:4]=1)=O.[CH3:34][N:35]1[CH2:40][CH2:39][NH:38][CH2:37][CH2:36]1.[BH-](OC(C)=O)(OC(C)=O)OC(C)=O.[Na+]. The catalyst is ClC(Cl)C. The product is [CH3:34][N:35]1[CH2:40][CH2:39][N:38]([CH2:1][C:3]2[CH:8]=[CH:7][C:6]([C:9]3[CH:10]=[CH:11][C:12]([CH2:15][CH2:16][C:17]([C:19]4[O:20][C:21]([C:24]5[N:29]=[C:28]([C:30]([O:32][CH3:33])=[O:31])[CH:27]=[CH:26][CH:25]=5)=[CH:22][N:23]=4)=[O:18])=[CH:13][CH:14]=3)=[CH:5][CH:4]=2)[CH2:37][CH2:36]1. The yield is 0.580.